This data is from Forward reaction prediction with 1.9M reactions from USPTO patents (1976-2016). The task is: Predict the product of the given reaction. (1) Given the reactants FC(F)(F)C(O)=O.[CH:8]12[NH:15][CH:12]([CH2:13][CH2:14]1)[CH2:11][N:10]([C:16](=[O:21])[C:17]([F:20])([F:19])[F:18])[CH2:9]2.C(N(CC)CC)C.Br[CH2:30][C:31]1[S:39][C:38]2[C:37]([N:40]3[CH2:45][CH2:44][O:43][CH2:42][CH2:41]3)=[N:36][C:35]([Cl:46])=[N:34][C:33]=2[CH:32]=1, predict the reaction product. The product is: [Cl:46][C:35]1[N:36]=[C:37]([N:40]2[CH2:41][CH2:42][O:43][CH2:44][CH2:45]2)[C:38]2[S:39][C:31]([CH2:30][N:15]3[CH:8]4[CH2:14][CH2:13][CH:12]3[CH2:11][N:10]([C:16](=[O:21])[C:17]([F:18])([F:19])[F:20])[CH2:9]4)=[CH:32][C:33]=2[N:34]=1. (2) Given the reactants C(NC1C=CC=CC=1C1CCC2C(=CC=C(OC)C=2)C1)C.Cl.N1(CCOC2C=CC(C(O)=O)=CC=2)CCCCC1.[CH2:41]([N:43]([C:60]1[CH:65]=[CH:64][CH:63]=[CH:62][C:61]=1[CH:66]1[CH2:75][CH2:74][C:73]2[C:68](=[CH:69][CH:70]=[C:71]([O:76]C)[CH:72]=2)[CH2:67]1)[CH2:44][C:45]1[CH:50]=[CH:49][C:48]([O:51][CH2:52][CH2:53][N:54]2[CH2:59][CH2:58][CH2:57][CH2:56][CH2:55]2)=[CH:47][CH:46]=1)[CH3:42], predict the reaction product. The product is: [CH2:41]([N:43]([CH2:44][C:45]1[CH:50]=[CH:49][C:48]([O:51][CH2:52][CH2:53][N:54]2[CH2:59][CH2:58][CH2:57][CH2:56][CH2:55]2)=[CH:47][CH:46]=1)[C:60]1[CH:65]=[CH:64][CH:63]=[CH:62][C:61]=1[CH:66]1[CH2:75][CH2:74][C:73]2[CH:72]=[C:71]([OH:76])[CH:70]=[CH:69][C:68]=2[CH2:67]1)[CH3:42].